From a dataset of Forward reaction prediction with 1.9M reactions from USPTO patents (1976-2016). Predict the product of the given reaction. (1) The product is: [CH:36]1([O:41][C:42](=[O:55])[C@@H:43]([NH:47][C:48]([O:50][C:51]([CH3:54])([CH3:53])[CH3:52])=[O:49])[CH2:44][CH2:45][O:1][C:2]2[CH:11]=[C:10]3[C:5]([C:6]([NH:12][C:13]4[CH:14]=[N:15][C:16]([NH:19][C:20](=[O:27])[C:21]5[CH:26]=[CH:25][CH:24]=[CH:23][CH:22]=5)=[N:17][CH:18]=4)=[N:7][CH:8]=[N:9]3)=[CH:4][C:3]=2[O:28][CH3:29])[CH2:37][CH2:38][CH2:39][CH2:40]1. Given the reactants [OH:1][C:2]1[CH:11]=[C:10]2[C:5]([C:6]([NH:12][C:13]3[CH:14]=[N:15][C:16]([NH:19][C:20](=[O:27])[C:21]4[CH:26]=[CH:25][CH:24]=[CH:23][CH:22]=4)=[N:17][CH:18]=3)=[N:7][CH:8]=[N:9]2)=[CH:4][C:3]=1[O:28][CH3:29].C([O-])([O-])=O.[K+].[K+].[CH:36]1([O:41][C:42](=[O:55])[C@@H:43]([NH:47][C:48]([O:50][C:51]([CH3:54])([CH3:53])[CH3:52])=[O:49])[CH2:44][CH2:45]Br)[CH2:40][CH2:39][CH2:38][CH2:37]1, predict the reaction product. (2) Given the reactants [H-].[Al+3].[Li+].[H-].[H-].[H-].[NH:7]1[C:15]2[CH:14]=[CH:13][CH:12]=[C:11]([C:16]#[N:17])[C:10]=2[CH:9]=[CH:8]1.[OH-].[Na+], predict the reaction product. The product is: [NH:7]1[C:15]2[CH:14]=[CH:13][CH:12]=[C:11]([CH2:16][NH2:17])[C:10]=2[CH:9]=[CH:8]1. (3) Given the reactants [O:1]=[C:2]1[CH2:6][O:5][C:4]([NH:7][CH2:8][CH2:9][C:10]2[CH:15]=[CH:14][CH:13]=[CH:12][CH:11]=2)=[C:3]1[C:16]([O:18][CH2:19][CH3:20])=[O:17].[NH:21]1[C:29]2[C:24](=[CH:25][CH:26]=[CH:27][N:28]=2)[C:23]([CH:30]=O)=[CH:22]1.[ClH:32], predict the reaction product. The product is: [ClH:32].[NH:21]1[C:29]2=[N:28][CH:27]=[CH:26][CH:25]=[C:24]2[C:23]([CH:30]=[C:6]2[O:5][C:4]([NH:7][CH2:8][CH2:9][C:10]3[CH:11]=[CH:12][CH:13]=[CH:14][CH:15]=3)=[C:3]([C:16]([O:18][CH2:19][CH3:20])=[O:17])[C:2]2=[O:1])=[CH:22]1. (4) The product is: [ClH:35].[ClH:35].[F:1][C:2]1[C:7]([C:8]2[C:9](=[O:34])[NH:10][C:11](=[O:33])[N:12]([CH2:14][CH2:15][CH2:16][N:17]3[CH2:22][C@H:21]4[C@:19]([C:23]5[CH:28]=[CH:27][C:26]([C:29]([F:32])([F:31])[F:30])=[CH:25][CH:24]=5)([CH2:20]4)[CH2:18]3)[N:13]=2)=[CH:6][CH:5]=[CH:4][N:3]=1. Given the reactants [F:1][C:2]1[C:7]([C:8]2[C:9](=[O:34])[NH:10][C:11](=[O:33])[N:12]([CH2:14][CH2:15][CH2:16][N:17]3[CH2:22][C@H:21]4[C@:19]([C:23]5[CH:28]=[CH:27][C:26]([C:29]([F:32])([F:31])[F:30])=[CH:25][CH:24]=5)([CH2:20]4)[CH2:18]3)[N:13]=2)=[CH:6][CH:5]=[CH:4][N:3]=1.[ClH:35].CO, predict the reaction product. (5) Given the reactants [CH3:1][C:2]1([CH3:30])[CH2:11][CH2:10][C:9]([CH3:13])([CH3:12])[C:8]2[CH:7]=[C:6]([CH:14]([OH:17])[C:15]#[CH:16])[CH:5]=[C:4]([O:18][CH2:19][C:20]3[CH:25]=[CH:24][C:23]([C:26]([F:29])([F:28])[F:27])=[CH:22][CH:21]=3)[C:3]1=2.I[C:32]1[CH:40]=[CH:39][C:35]([C:36]([OH:38])=[O:37])=[CH:34][CH:33]=1, predict the reaction product. The product is: [OH:17][CH:14]([C:6]1[CH:5]=[C:4]([O:18][CH2:19][C:20]2[CH:25]=[CH:24][C:23]([C:26]([F:28])([F:27])[F:29])=[CH:22][CH:21]=2)[C:3]2[C:2]([CH3:30])([CH3:1])[CH2:11][CH2:10][C:9]([CH3:12])([CH3:13])[C:8]=2[CH:7]=1)[C:15]#[C:16][C:32]1[CH:40]=[CH:39][C:35]([C:36]([OH:38])=[O:37])=[CH:34][CH:33]=1. (6) Given the reactants [Br:1][C:2]1[CH:7]=[CH:6][C:5]([N:8]2[C:13]3=[N:14][C:15]4[C:16](=[C:17]([C:22](OC)=[O:23])[CH:18]=[CH:19][C:20]=4[Cl:21])[N:12]3[CH2:11][CH2:10][CH2:9]2)=[C:4]([Cl:26])[CH:3]=1.[BH4-].[Li+], predict the reaction product. The product is: [Br:1][C:2]1[CH:7]=[CH:6][C:5]([N:8]2[C:13]3=[N:14][C:15]4[C:20]([Cl:21])=[CH:19][CH:18]=[C:17]([CH2:22][OH:23])[C:16]=4[N:12]3[CH2:11][CH2:10][CH2:9]2)=[C:4]([Cl:26])[CH:3]=1.